Dataset: NCI-60 drug combinations with 297,098 pairs across 59 cell lines. Task: Regression. Given two drug SMILES strings and cell line genomic features, predict the synergy score measuring deviation from expected non-interaction effect. Drug 1: C1CC(=O)NC(=O)C1N2CC3=C(C2=O)C=CC=C3N. Drug 2: CN(CC1=CN=C2C(=N1)C(=NC(=N2)N)N)C3=CC=C(C=C3)C(=O)NC(CCC(=O)O)C(=O)O. Cell line: SN12C. Synergy scores: CSS=21.9, Synergy_ZIP=-6.67, Synergy_Bliss=-1.62, Synergy_Loewe=-18.5, Synergy_HSA=-0.913.